From a dataset of Catalyst prediction with 721,799 reactions and 888 catalyst types from USPTO. Predict which catalyst facilitates the given reaction. Reactant: Br[C:2]1[C:17]([O:18][CH2:19][C@@H:20]([NH:25][C:26](=[O:32])[O:27][C:28]([CH3:31])([CH3:30])[CH3:29])[CH2:21][CH:22]([CH3:24])[CH3:23])=[CH:16][C:5]2[N:6]([CH3:15])[C:7](=[O:14])[C:8]3[C:13]([C:4]=2[CH:3]=1)=[CH:12][CH:11]=[N:10][CH:9]=3.[F:33][C:34]1[CH:39]=[CH:38][C:37](B(O)O)=[CH:36][CH:35]=1.C([O-])([O-])=O.[Cs+].[Cs+]. Product: [F:33][C:34]1[CH:39]=[CH:38][C:37]([C:2]2[C:17]([O:18][CH2:19][C@@H:20]([NH:25][C:26](=[O:32])[O:27][C:28]([CH3:29])([CH3:31])[CH3:30])[CH2:21][CH:22]([CH3:23])[CH3:24])=[CH:16][C:5]3[N:6]([CH3:15])[C:7](=[O:14])[C:8]4[C:13]([C:4]=3[CH:3]=2)=[CH:12][CH:11]=[N:10][CH:9]=4)=[CH:36][CH:35]=1. The catalyst class is: 669.